Dataset: Full USPTO retrosynthesis dataset with 1.9M reactions from patents (1976-2016). Task: Predict the reactants needed to synthesize the given product. Given the product [CH3:12][CH:7]1[C:8]2[C:3](=[C:2]([C:3]3[CH:8]=[CH:7][N:6]=[CH:5][CH:4]=3)[CH:11]=[CH:10][CH:9]=2)[CH2:4][CH2:5][NH:6]1, predict the reactants needed to synthesize it. The reactants are: Br[C:2]1[CH:11]=[CH:10][CH:9]=[C:8]2[C:3]=1[CH2:4][CH2:5][NH:6][CH:7]2[CH3:12].B(O)O.